From a dataset of Forward reaction prediction with 1.9M reactions from USPTO patents (1976-2016). Predict the product of the given reaction. (1) The product is: [CH2:1]([O:3][C:4]([C:6]1[C:7]([Cl:26])=[N:8][C:9]([C:12]2[N:17]=[CH:16][CH:15]=[CH:14][N:13]=2)=[N:10][CH:11]=1)=[O:5])[CH3:2]. Given the reactants [CH2:1]([O:3][C:4]([C:6]1[C:7](O)=[N:8][C:9]([C:12]2[N:17]=[CH:16][CH:15]=[CH:14][N:13]=2)=[N:10][CH:11]=1)=[O:5])[CH3:2].C([O-])(O)=O.[Na+].O=P(Cl)(Cl)[Cl:26], predict the reaction product. (2) The product is: [Cl:16][C:17]1[C:22]([C:23]2[CH:24]=[CH:25][CH:26]=[CH:27][CH:28]=2)=[N:21][N:20]=[C:19]2[N:29]([CH2:33][CH2:34][N:35]3[CH2:39][CH2:38][CH2:37][CH2:36]3)[N:30]=[C:31]([C:4]3[CH2:3][CH2:2][O:1][CH2:6][CH:5]=3)[C:18]=12. Given the reactants [O:1]1[CH2:6][CH:5]=[C:4](B2OC(C)(C)C(C)(C)O2)[CH2:3][CH2:2]1.[Cl:16][C:17]1[C:22]([C:23]2[CH:28]=[CH:27][CH:26]=[CH:25][CH:24]=2)=[N:21][N:20]=[C:19]2[N:29]([CH2:33][CH2:34][N:35]3[CH2:39][CH2:38][CH2:37][CH2:36]3)[N:30]=[C:31](I)[C:18]=12, predict the reaction product. (3) Given the reactants [CH2:1]([O:5][C:6]1[N:14]=[C:13]2[C:9]([N:10]=[C:11]([O:24][CH3:25])[N:12]2[CH2:15][CH2:16][CH2:17][NH:18][C@@H:19]2[CH2:23][CH2:22][CH2:21]O2)=[C:8]([NH2:26])[N:7]=1)[CH2:2][CH2:3][CH3:4].F[C:28](F)(F)[C:29](O)=[O:30].C(OC1NC(N)=C2C(N=1)=NC(OC)=N2)CCC, predict the reaction product. The product is: [CH2:1]([O:5][C:6]1[N:14]=[C:13]2[C:9]([N:10]=[C:11]([O:24][CH3:25])[N:12]2[CH2:15][CH2:16][CH2:17][NH:18][CH2:19][CH:23]2[CH2:22][CH2:21][CH2:28][CH2:29][O:30]2)=[C:8]([NH2:26])[N:7]=1)[CH2:2][CH2:3][CH3:4]. (4) The product is: [C:13]([C:16]1[C:17](=[O:18])[O:24][C:7]([CH2:5][CH3:6])=[CH:20][C:21]=1[OH:22])(=[O:15])[CH3:14]. Given the reactants C(N[CH:5]([CH3:7])[CH3:6])(C)C.C([Li])CCC.[C:13]([C:16]1[C:17](=[O:24])[O:18]C(C)=[CH:20][C:21]=1[OH:22])(=[O:15])[CH3:14].CI, predict the reaction product. (5) Given the reactants [NH2:1][C:2]1[CH:3]=[N:4][CH:5]=[CH:6][C:7]=1[C@H:8]1[O:13][C@H:12]([CH2:14][CH2:15][C:16]([O:18][CH2:19][CH3:20])=[O:17])[C@@H:11]([O:21][Si:22]([CH:29]([CH3:31])[CH3:30])([CH:26]([CH3:28])[CH3:27])[CH:23]([CH3:25])[CH3:24])[C@H:10]([O:32][Si:33]([CH:40]([CH3:42])[CH3:41])([CH:37]([CH3:39])[CH3:38])[CH:34]([CH3:36])[CH3:35])[CH2:9]1.[CH3:43][C:44]([O:47][C:48](O[C:48]([O:47][C:44]([CH3:46])([CH3:45])[CH3:43])=[O:49])=[O:49])([CH3:46])[CH3:45], predict the reaction product. The product is: [C:44]([O:47][C:48]([N:1]([C:48]([O:47][C:44]([CH3:46])([CH3:45])[CH3:43])=[O:49])[C:2]1[CH:3]=[N:4][CH:5]=[CH:6][C:7]=1[C@H:8]1[O:13][C@H:12]([CH2:14][CH2:15][C:16]([O:18][CH2:19][CH3:20])=[O:17])[C@@H:11]([O:21][Si:22]([CH:26]([CH3:27])[CH3:28])([CH:23]([CH3:24])[CH3:25])[CH:29]([CH3:31])[CH3:30])[C@H:10]([O:32][Si:33]([CH:34]([CH3:36])[CH3:35])([CH:37]([CH3:39])[CH3:38])[CH:40]([CH3:41])[CH3:42])[CH2:9]1)=[O:49])([CH3:46])([CH3:45])[CH3:43]. (6) Given the reactants [C:1]1([C:7]2[N:8]=[C:9]([C:12]3([CH2:18][NH2:19])[CH2:17][CH2:16][O:15][CH2:14][CH2:13]3)[S:10][CH:11]=2)[CH:6]=[CH:5][CH:4]=[CH:3][CH:2]=1.[C:20]([C:22]1[CH:23]=[C:24]([CH:28]=[C:29]([C:31]2[N:35]=[C:34]([C:36]([F:39])([F:38])[F:37])[O:33][N:32]=2)[CH:30]=1)[C:25](O)=[O:26])#[N:21], predict the reaction product. The product is: [C:20]([C:22]1[CH:23]=[C:24]([CH:28]=[C:29]([C:31]2[N:35]=[C:34]([C:36]([F:38])([F:39])[F:37])[O:33][N:32]=2)[CH:30]=1)[C:25]([NH:19][CH2:18][C:12]1([C:9]2[S:10][CH:11]=[C:7]([C:1]3[CH:2]=[CH:3][CH:4]=[CH:5][CH:6]=3)[N:8]=2)[CH2:13][CH2:14][O:15][CH2:16][CH2:17]1)=[O:26])#[N:21]. (7) Given the reactants [Cl:1][C:2]1[CH:3]=[C:4]([C:8]#[C:9][C:10]2[N:11]=[C:12]([CH3:15])[NH:13][CH:14]=2)[CH:5]=[CH:6][CH:7]=1.Cl[C:17]1[N:18]=[N:19][C:20]([CH3:23])=[CH:21][CH:22]=1, predict the reaction product. The product is: [Cl:1][C:2]1[CH:3]=[C:4]([C:8]#[C:9][C:10]2[N:11]=[C:12]([CH3:15])[N:13]([C:17]3[N:18]=[N:19][C:20]([CH3:23])=[CH:21][CH:22]=3)[CH:14]=2)[CH:5]=[CH:6][CH:7]=1. (8) The product is: [CH:28]1([NH:27][C:25]([C:10]2[N:11]=[N:12][N:13]([C:14]3[CH:15]=[CH:16][C:17]([C:20]([NH:22][CH2:23][CH3:24])=[O:21])=[CH:18][CH:19]=3)[C:9]=2[CH2:8][CH2:7][CH2:6][N:33]2[C:34](=[O:41])[C:35]3[C:40](=[CH:39][CH:38]=[CH:37][CH:36]=3)[C:32]2=[O:31])=[O:26])[CH2:29][CH2:30]1. Given the reactants CS(O[CH2:6][CH2:7][CH2:8][C:9]1[N:13]([C:14]2[CH:19]=[CH:18][C:17]([C:20]([NH:22][CH2:23][CH3:24])=[O:21])=[CH:16][CH:15]=2)[N:12]=[N:11][C:10]=1[C:25]([NH:27][CH:28]1[CH2:30][CH2:29]1)=[O:26])(=O)=O.[O:31]=[C:32]1[C:40]2[C:35](=[CH:36][CH:37]=[CH:38][CH:39]=2)[C:34](=[O:41])[N-:33]1.[K+], predict the reaction product. (9) Given the reactants [C:1]([C:3]1[CH:4]=[C:5]([S:9](Cl)(=[O:11])=[O:10])[CH:6]=[CH:7][CH:8]=1)#[N:2].CCN(C(C)C)C(C)C.[CH2:22]([NH:24][C:25]([N:27]1[N:31]=[CH:30][C:29]2([CH2:35][CH2:34][CH2:33][CH2:32]2)[CH2:28]1)=[NH:26])[CH3:23], predict the reaction product. The product is: [C:1]([C:3]1[CH:4]=[C:5]([S:9]([N:26]=[C:25]([N:27]2[N:31]=[CH:30][C:29]3([CH2:35][CH2:34][CH2:33][CH2:32]3)[CH2:28]2)[NH:24][CH2:22][CH3:23])(=[O:11])=[O:10])[CH:6]=[CH:7][CH:8]=1)#[N:2]. (10) Given the reactants [CH2:1]([S:3][C:4]1[CH:9]=[CH:8][C:7](B2OC(C)(C)C(C)(C)O2)=[C:6]([CH3:19])[CH:5]=1)[CH3:2].[Cl:20][C:21]1[CH:26]=[CH:25][C:24]([CH2:27][C:28]#[N:29])=[C:23](I)[CH:22]=1.[F-].[Cs+].C(Cl)Cl, predict the reaction product. The product is: [Cl:20][C:21]1[CH:22]=[CH:23][C:24]([CH2:27][C:28]#[N:29])=[C:25]([C:7]2[CH:8]=[CH:9][C:4]([S:3][CH2:1][CH3:2])=[CH:5][C:6]=2[CH3:19])[CH:26]=1.